This data is from Full USPTO retrosynthesis dataset with 1.9M reactions from patents (1976-2016). The task is: Predict the reactants needed to synthesize the given product. (1) Given the product [CH:1]1([CH2:7][O:8][C:9]2[C:10]3[N:11]([C:17]([C:18]([O:20][CH3:21])=[O:19])=[C:22]([CH2:23][CH3:24])[N:15]=3)[CH:12]=[CH:13][CH:14]=2)[CH2:2][CH2:3][CH2:4][CH2:5][CH2:6]1, predict the reactants needed to synthesize it. The reactants are: [CH:1]1([CH2:7][O:8][C:9]2[C:10]([NH2:15])=[N:11][CH:12]=[CH:13][CH:14]=2)[CH2:6][CH2:5][CH2:4][CH2:3][CH2:2]1.Cl[CH:17]([C:22](=O)[CH2:23][CH3:24])[C:18]([O:20][CH3:21])=[O:19]. (2) The reactants are: [NH2:1][C:2]1[CH:3]=[CH:4][C:5]2[N:9]=[CH:8][N:7]([CH:10]([C:17]3[CH:22]=[CH:21][CH:20]=[CH:19][CH:18]=3)[CH2:11][C:12]([O:14]CC)=[O:13])[C:6]=2[CH:23]=1.[F:24][C:25]1[CH:33]=[CH:32][CH:31]=[C:30]([I:34])[C:26]=1[C:27](O)=[O:28]. Given the product [F:24][C:25]1[CH:33]=[CH:32][CH:31]=[C:30]([I:34])[C:26]=1[C:27]([NH:1][C:2]1[CH:3]=[CH:4][C:5]2[N:9]=[CH:8][N:7]([CH:10]([C:17]3[CH:18]=[CH:19][CH:20]=[CH:21][CH:22]=3)[CH2:11][C:12]([OH:14])=[O:13])[C:6]=2[CH:23]=1)=[O:28], predict the reactants needed to synthesize it. (3) Given the product [CH2:7]([N:11]([CH2:40][CH2:41][CH2:42][CH3:43])[CH2:12][CH2:13][S:14]([N:17]([CH2:45][C:46]([O:48][CH2:49][C:50]1[CH:55]=[CH:54][CH:53]=[CH:52][CH:51]=1)=[O:47])[C:18]1[CH:23]=[CH:22][C:21]([C:24]([C:26]2[N:34]3[C:29]([CH:30]=[CH:31][CH:32]=[CH:33]3)=[C:28]([O:35][CH3:36])[C:27]=2[CH3:37])=[O:25])=[CH:20][C:19]=1[O:38][CH3:39])(=[O:16])=[O:15])[CH2:8][CH2:9][CH3:10], predict the reactants needed to synthesize it. The reactants are: C(=O)([O-])[O-].[K+].[K+].[CH2:7]([N:11]([CH2:40][CH2:41][CH2:42][CH3:43])[CH2:12][CH2:13][S:14]([NH:17][C:18]1[CH:23]=[CH:22][C:21]([C:24]([C:26]2[N:34]3[C:29]([CH:30]=[CH:31][CH:32]=[CH:33]3)=[C:28]([O:35][CH3:36])[C:27]=2[CH3:37])=[O:25])=[CH:20][C:19]=1[O:38][CH3:39])(=[O:16])=[O:15])[CH2:8][CH2:9][CH3:10].Br[CH2:45][C:46]([O:48][CH2:49][C:50]1[CH:55]=[CH:54][CH:53]=[CH:52][CH:51]=1)=[O:47].O. (4) Given the product [Cl:8][C:6]1[N:7]=[C:2]([NH:28][CH:25]2[CH2:26][CH2:27][C:23]([F:29])([F:22])[CH2:24]2)[N:3]=[C:4]([NH:9][C:10]2[CH:15]=[CH:14][N:13]=[C:12]([C:16]3([C:19]#[N:20])[CH2:18][CH2:17]3)[CH:11]=2)[N:5]=1, predict the reactants needed to synthesize it. The reactants are: Cl[C:2]1[N:7]=[C:6]([Cl:8])[N:5]=[C:4]([NH:9][C:10]2[CH:15]=[CH:14][N:13]=[C:12]([C:16]3([C:19]#[N:20])[CH2:18][CH2:17]3)[CH:11]=2)[N:3]=1.Cl.[F:22][C:23]1([F:29])[CH2:27][CH2:26][CH:25]([NH2:28])[CH2:24]1.CCN(C(C)C)C(C)C. (5) Given the product [Cl:21][C:16]1[NH:17][C:18]2[C:19](=[O:20])[N:11]([CH2:10][CH2:9][CH2:8][C:4]3[CH:5]=[CH:6][CH:7]=[C:2]([O:49][C:45]4[CH:46]=[CH:47][CH:48]=[C:43]([Cl:42])[CH:44]=4)[CH:3]=3)[C:12](=[O:27])[N:13]([CH2:22][CH2:23][CH2:24][CH2:25][CH3:26])[C:14]=2[N:15]=1, predict the reactants needed to synthesize it. The reactants are: Br[C:2]1[CH:3]=[C:4]([CH2:8][CH2:9][CH2:10][N:11]2[C:19](=[O:20])[C:18]3[NH:17][C:16]([Cl:21])=[N:15][C:14]=3[N:13]([CH2:22][CH2:23][CH2:24][CH2:25][CH3:26])[C:12]2=[O:27])[CH:5]=[CH:6][CH:7]=1.Cl.CN(C)CC(O)=O.C(=O)([O-])[O-].[Cs+].[Cs+].[Cl:42][C:43]1[CH:44]=[C:45]([OH:49])[CH:46]=[CH:47][CH:48]=1.